Dataset: Reaction yield outcomes from USPTO patents with 853,638 reactions. Task: Predict the reaction yield, written as a fraction of the theoretical maximum amount of product (1.0 means a 100% yield; for example, 0.34 means a 34% yield). (1) The reactants are [N+:1]([C:4]1[CH:9]=[C:8]([N+:10]([O-:12])=[O:11])[CH:7]=[CH:6][C:5]=1[S:13][C:14]1[CH:19]=[CH:18][CH:17]=[CH:16][C:15]=1[NH:20][C:21](=[O:23])[CH3:22])([O-:3])=[O:2].[I:24]Cl. The catalyst is C(O)(=O)C. The product is [N+:1]([C:4]1[CH:9]=[C:8]([N+:10]([O-:12])=[O:11])[CH:7]=[CH:6][C:5]=1[S:13][C:14]1[CH:19]=[CH:18][C:17]([I:24])=[CH:16][C:15]=1[NH:20][C:21](=[O:23])[CH3:22])([O-:3])=[O:2]. The yield is 0.320. (2) The reactants are [CH3:1][C@H:2]1[CH2:6][CH2:5][C@@H:4]([C:7]2[NH:11][C:10]3[CH:12]=[C:13](B4OC(C)(C)C(C)(C)O4)[CH:14]=[CH:15][C:9]=3[N:8]=2)[N:3]1[C:25]([O:27][C:28]([CH3:31])([CH3:30])[CH3:29])=[O:26].Br[C:33]1[CH:38]=[CH:37][C:36]([C:39]2[S:59][C:42]3[N:43]=[C:44]([C@@H:46]4[CH2:50][C@H:49]([CH3:51])[CH2:48][N:47]4[C:52]([O:54][C:55]([CH3:58])([CH3:57])[CH3:56])=[O:53])[NH:45][C:41]=3[CH:40]=2)=[CH:35][CH:34]=1.C([O-])(O)=O.[Na+].N#N. The catalyst is C(O)(C)C.CCOC(C)=O.O.CC([O-])=O.CC([O-])=O.[Pd+2]. The product is [C:28]([O:27][C:25]([N:3]1[C@@H:2]([CH3:1])[CH2:6][CH2:5][C@H:4]1[C:7]1[NH:8][C:9]2[CH:15]=[C:14]([C:33]3[CH:38]=[CH:37][C:36]([C:39]4[S:59][C:42]5[N:43]=[C:44]([C@@H:46]6[CH2:50][C@H:49]([CH3:51])[CH2:48][N:47]6[C:52]([O:54][C:55]([CH3:56])([CH3:57])[CH3:58])=[O:53])[NH:45][C:41]=5[CH:40]=4)=[CH:35][CH:34]=3)[CH:13]=[CH:12][C:10]=2[N:11]=1)=[O:26])([CH3:29])([CH3:30])[CH3:31]. The yield is 0.400. (3) The reactants are C[O:2][C:3]1[CH:4]=[C:5]2[C:10](=[CH:11][CH:12]=1)[CH2:9][CH:8]([NH:13][C:14](=[O:16])[CH3:15])[CH2:7][CH2:6]2.B(Br)(Br)Br.C(Cl)Cl. The catalyst is C(Cl)Cl. The product is [OH:2][C:3]1[CH:4]=[C:5]2[C:10](=[CH:11][CH:12]=1)[CH2:9][CH:8]([NH:13][C:14](=[O:16])[CH3:15])[CH2:7][CH2:6]2. The yield is 0.760.